This data is from NCI-60 drug combinations with 297,098 pairs across 59 cell lines. The task is: Regression. Given two drug SMILES strings and cell line genomic features, predict the synergy score measuring deviation from expected non-interaction effect. (1) Drug 1: CC12CCC3C(C1CCC2NC(=O)OCC(F)(F)F)CCC4C3(C=CC(=O)N4C)C. Drug 2: C1CC(CNC1)C2=CC=C(C=C2)N3C=C4C=CC=C(C4=N3)C(=O)N. Cell line: NCIH23. Synergy scores: CSS=29.1, Synergy_ZIP=-6.36, Synergy_Bliss=-6.64, Synergy_Loewe=-4.47, Synergy_HSA=-3.35. (2) Drug 1: COC1=CC(=CC(=C1O)OC)C2C3C(COC3=O)C(C4=CC5=C(C=C24)OCO5)OC6C(C(C7C(O6)COC(O7)C8=CC=CS8)O)O. Drug 2: CCC1(CC2CC(C3=C(CCN(C2)C1)C4=CC=CC=C4N3)(C5=C(C=C6C(=C5)C78CCN9C7C(C=CC9)(C(C(C8N6C=O)(C(=O)OC)O)OC(=O)C)CC)OC)C(=O)OC)O.OS(=O)(=O)O. Cell line: HOP-62. Synergy scores: CSS=26.2, Synergy_ZIP=3.46, Synergy_Bliss=4.51, Synergy_Loewe=3.97, Synergy_HSA=4.68. (3) Drug 1: CC1C(C(CC(O1)OC2CC(CC3=C2C(=C4C(=C3O)C(=O)C5=C(C4=O)C(=CC=C5)OC)O)(C(=O)CO)O)N)O.Cl. Drug 2: CC(C)NC(=O)C1=CC=C(C=C1)CNNC.Cl. Cell line: TK-10. Synergy scores: CSS=10.2, Synergy_ZIP=2.28, Synergy_Bliss=8.39, Synergy_Loewe=6.61, Synergy_HSA=7.01. (4) Synergy scores: CSS=8.71, Synergy_ZIP=0.865, Synergy_Bliss=10.0, Synergy_Loewe=-5.98, Synergy_HSA=5.49. Cell line: SF-539. Drug 1: CN1CCC(CC1)COC2=C(C=C3C(=C2)N=CN=C3NC4=C(C=C(C=C4)Br)F)OC. Drug 2: C1CC(=O)NC(=O)C1N2C(=O)C3=CC=CC=C3C2=O. (5) Drug 1: C1=CN(C(=O)N=C1N)C2C(C(C(O2)CO)O)O.Cl. Drug 2: CC12CCC3C(C1CCC2O)C(CC4=C3C=CC(=C4)O)CCCCCCCCCS(=O)CCCC(C(F)(F)F)(F)F. Cell line: SF-268. Synergy scores: CSS=6.31, Synergy_ZIP=-1.65, Synergy_Bliss=1.58, Synergy_Loewe=-6.58, Synergy_HSA=-0.670.